This data is from Full USPTO retrosynthesis dataset with 1.9M reactions from patents (1976-2016). The task is: Predict the reactants needed to synthesize the given product. (1) Given the product [CH3:32][O:31][C:22]1[C:21]([CH:18]2[CH2:17][CH2:16][NH:15][CH2:20][CH2:19]2)=[C:25]([C:26]([F:28])([F:27])[F:29])[N:24]([CH3:30])[N:23]=1, predict the reactants needed to synthesize it. The reactants are: FC(F)(F)C(O)=O.C(OC([N:15]1[CH2:20][CH2:19][CH:18]([C:21]2[C:22]([O:31][CH3:32])=[N:23][N:24]([CH3:30])[C:25]=2[C:26]([F:29])([F:28])[F:27])[CH2:17][CH2:16]1)=O)(C)(C)C. (2) Given the product [CH2:1]([O:3][C:4]1[CH:5]=[CH:6][C:7]2[C:11]3[CH:12]=[CH:13][C:14]([OH:25])=[C:15]([F:16])[C:10]=3[S:9][C:8]=2[C:17]=1[F:18])[CH3:2], predict the reactants needed to synthesize it. The reactants are: [CH2:1]([O:3][C:4]1[CH:5]=[CH:6][C:7]2[C:11]3[CH:12]=[CH:13][CH:14]=[C:15]([F:16])[C:10]=3[S:9][C:8]=2[C:17]=1[F:18])[CH3:2].[Li]CCCC.B(OC)(OC)[O:25]C.OO. (3) Given the product [Cl:8][C:9]1[C:10]([F:35])=[C:11]([CH:32]=[CH:33][CH:34]=1)[NH:12][C:13]1[C:22]2[C:17](=[CH:18][C:19]([O:30][CH3:31])=[C:20]([O:23][CH:24]3[CH2:29][CH2:28][CH2:27][N:26]([C:3](=[O:4])[CH2:2][N:45]4[CH2:49][CH2:48][C@@H:47]([OH:50])[CH2:46]4)[CH2:25]3)[CH:21]=2)[N:16]=[CH:15][N:14]=1, predict the reactants needed to synthesize it. The reactants are: Cl[CH2:2][C:3](Cl)=[O:4].Cl.Cl.[Cl:8][C:9]1[C:10]([F:35])=[C:11]([CH:32]=[CH:33][CH:34]=1)[NH:12][C:13]1[C:22]2[C:17](=[CH:18][C:19]([O:30][CH3:31])=[C:20]([O:23][CH:24]3[CH2:29][CH2:28][CH2:27][NH:26][CH2:25]3)[CH:21]=2)[N:16]=[CH:15][N:14]=1.C(N(C(C)C)CC)(C)C.[NH:45]1[CH2:49][CH2:48][C@@H:47]([OH:50])[CH2:46]1. (4) Given the product [I:25][C:23]1[CH:24]=[C:19]([C:17]([OH:18])=[O:49])[C:20](=[O:37])[N:21]([C:27]2[CH:32]=[CH:31][CH:30]=[C:29]([C:33]([F:36])([F:35])[F:34])[CH:28]=2)[C:22]=1[CH3:26], predict the reactants needed to synthesize it. The reactants are: O1CCCCC1OCCC1C=C(CN[C:17]([C:19]2[C:20](=[O:37])[N:21]([C:27]3[CH:32]=[CH:31][CH:30]=[C:29]([C:33]([F:36])([F:35])[F:34])[CH:28]=3)[C:22]([CH3:26])=[C:23]([I:25])[CH:24]=2)=[O:18])ON=1.CN1C([Sn](C)(C)C)=CC=N1.C[O:49]CCOC. (5) Given the product [C:12]([C:11]1[CH:10]=[CH:9][C:4]([C:5]([O:7][CH3:8])=[O:6])=[CH:3][C:2]=1[CH3:1])#[CH:13], predict the reactants needed to synthesize it. The reactants are: [CH3:1][C:2]1[CH:3]=[C:4]([CH:9]=[CH:10][C:11]=1[C:12]#[C:13][Si](CC)(CC)CC)[C:5]([O:7][CH3:8])=[O:6].CCCC[N+](CCCC)(CCCC)CCCC.[F-]. (6) Given the product [CH2:20]=[CH:14][CH2:15][CH2:16][CH2:17][CH2:18][CH2:19][CH2:13][CH2:11][CH3:12], predict the reactants needed to synthesize it. The reactants are: C([Al](C[CH:11]([CH3:13])[CH3:12])CC(C)C)C(C)C.[C:14]1([CH3:20])[CH:19]=[CH:18][CH:17]=[CH:16][CH:15]=1.